This data is from NCI-60 drug combinations with 297,098 pairs across 59 cell lines. The task is: Regression. Given two drug SMILES strings and cell line genomic features, predict the synergy score measuring deviation from expected non-interaction effect. (1) Drug 1: C1CC(=O)NC(=O)C1N2CC3=C(C2=O)C=CC=C3N. Drug 2: CC1C(C(CC(O1)OC2CC(OC(C2O)C)OC3=CC4=CC5=C(C(=O)C(C(C5)C(C(=O)C(C(C)O)O)OC)OC6CC(C(C(O6)C)O)OC7CC(C(C(O7)C)O)OC8CC(C(C(O8)C)O)(C)O)C(=C4C(=C3C)O)O)O)O. Cell line: OVCAR3. Synergy scores: CSS=0.464, Synergy_ZIP=-0.649, Synergy_Bliss=-1.79, Synergy_Loewe=-87.7, Synergy_HSA=-0.827. (2) Synergy scores: CSS=55.8, Synergy_ZIP=2.67, Synergy_Bliss=3.87, Synergy_Loewe=-50.3, Synergy_HSA=5.30. Drug 1: CC1=CC2C(CCC3(C2CCC3(C(=O)C)OC(=O)C)C)C4(C1=CC(=O)CC4)C. Cell line: HCT116. Drug 2: C1=CN(C(=O)N=C1N)C2C(C(C(O2)CO)O)O.Cl. (3) Drug 1: C1CCC(C1)C(CC#N)N2C=C(C=N2)C3=C4C=CNC4=NC=N3. Drug 2: CC1=C2C(C(=O)C3(C(CC4C(C3C(C(C2(C)C)(CC1OC(=O)C(C(C5=CC=CC=C5)NC(=O)OC(C)(C)C)O)O)OC(=O)C6=CC=CC=C6)(CO4)OC(=O)C)O)C)O. Cell line: NCI-H226. Synergy scores: CSS=32.0, Synergy_ZIP=0.268, Synergy_Bliss=4.08, Synergy_Loewe=-3.01, Synergy_HSA=5.28. (4) Drug 1: CN1CCC(CC1)COC2=C(C=C3C(=C2)N=CN=C3NC4=C(C=C(C=C4)Br)F)OC. Drug 2: COC1=C2C(=CC3=C1OC=C3)C=CC(=O)O2. Cell line: SF-539. Synergy scores: CSS=6.08, Synergy_ZIP=4.13, Synergy_Bliss=13.1, Synergy_Loewe=-7.47, Synergy_HSA=3.17. (5) Drug 1: C1=CC=C(C=C1)NC(=O)CCCCCCC(=O)NO. Drug 2: CC1C(C(CC(O1)OC2CC(OC(C2O)C)OC3=CC4=CC5=C(C(=O)C(C(C5)C(C(=O)C(C(C)O)O)OC)OC6CC(C(C(O6)C)O)OC7CC(C(C(O7)C)O)OC8CC(C(C(O8)C)O)(C)O)C(=C4C(=C3C)O)O)O)O. Cell line: OVCAR3. Synergy scores: CSS=32.6, Synergy_ZIP=-1.47, Synergy_Bliss=4.37, Synergy_Loewe=-0.832, Synergy_HSA=4.93.